Dataset: Full USPTO retrosynthesis dataset with 1.9M reactions from patents (1976-2016). Task: Predict the reactants needed to synthesize the given product. (1) The reactants are: [Cl:1][C:2]1[N:3]=[CH:4][N:5]([C:7]2[CH:12]=[CH:11][C:10]([NH:13][C:14]3[N:30]=[C:17]4[CH:18]([C:23]5[CH:28]=[CH:27][C:26]([F:29])=[CH:25][CH:24]=5)[CH2:19][CH:20]=[CH:21][CH2:22][N:16]4[N:15]=3)=[CH:9][C:8]=2[O:31][CH3:32])[CH:6]=1.CO. Given the product [Cl:1][C:2]1[N:3]=[CH:4][N:5]([C:7]2[CH:12]=[CH:11][C:10]([NH:13][C:14]3[N:30]=[C:17]4[C@@H:18]([C:23]5[CH:28]=[CH:27][C:26]([F:29])=[CH:25][CH:24]=5)[CH2:19][CH:20]=[CH:21][CH2:22][N:16]4[N:15]=3)=[CH:9][C:8]=2[O:31][CH3:32])[CH:6]=1, predict the reactants needed to synthesize it. (2) Given the product [CH3:25][O:24][C:19]1[C:18]([NH:17][C:13]2[N:14]=[CH:15][N:16]=[C:11]([N:8]3[C:9]4[C:5](=[CH:4][CH:3]=[C:2]([C:37]#[C:36][C:34]([CH3:35])([OH:38])[CH3:33])[CH:10]=4)[CH:6]=[N:7]3)[CH:12]=2)=[CH:23][CH:22]=[CH:21][N:20]=1, predict the reactants needed to synthesize it. The reactants are: I[C:2]1[CH:10]=[C:9]2[C:5]([CH:6]=[N:7][N:8]2[C:11]2[N:16]=[CH:15][N:14]=[C:13]([NH:17][C:18]3[C:19]([O:24][CH3:25])=[N:20][CH:21]=[CH:22][CH:23]=3)[CH:12]=2)=[CH:4][CH:3]=1.C(N(CC)CC)C.[CH3:33][C:34]([OH:38])([C:36]#[CH:37])[CH3:35]. (3) Given the product [N:25]1([CH2:24][C:21]2[CH:20]=[CH:19][C:18]([C:16]3[N:15]=[N:14][N:13]([CH2:12][C:9]4[CH:8]=[CH:7][C:6]([CH:5]=[CH:4][C:3]([OH:30])=[O:2])=[CH:11][CH:10]=4)[CH:17]=3)=[CH:23][CH:22]=2)[CH2:29][CH2:28][CH2:27][CH2:26]1, predict the reactants needed to synthesize it. The reactants are: C[O:2][C:3](=[O:30])[CH:4]=[CH:5][C:6]1[CH:11]=[CH:10][C:9]([CH2:12][N:13]2[CH:17]=[C:16]([C:18]3[CH:23]=[CH:22][C:21]([CH2:24][N:25]4[CH2:29][CH2:28][CH2:27][CH2:26]4)=[CH:20][CH:19]=3)[N:15]=[N:14]2)=[CH:8][CH:7]=1.O.[OH-].[Na+]. (4) Given the product [OH:17][C:16]1[C:11]2[N:12]([C:34]([CH3:35])=[C:9]([CH3:8])[N:10]=2)[CH:13]=[C:14]([N:27]2[CH2:32][CH2:31][O:30][CH2:29][C:28]2=[O:33])[CH:15]=1, predict the reactants needed to synthesize it. The reactants are: FC(F)(F)C(O)=O.[CH3:8][C:9]1[N:10]=[C:11]2[C:16]([O:17]CC3C=CC(OC)=CC=3)=[CH:15][C:14]([N:27]3[CH2:32][CH2:31][O:30][CH2:29][C:28]3=[O:33])=[CH:13][N:12]2[C:34]=1[CH3:35]. (5) Given the product [N:27]([C@H:12]1[CH2:11][N:10]([C:20]([O:22][C:23]([CH3:26])([CH3:25])[CH3:24])=[O:21])[C@@H:9]([CH2:8][C:2]2([OH:1])[CH2:7][CH2:6][O:5][CH2:4][CH2:3]2)[CH2:14][CH2:13]1)=[N+:28]=[N-:29], predict the reactants needed to synthesize it. The reactants are: [OH:1][C:2]1([CH2:8][C@H:9]2[CH2:14][CH2:13][C@H:12](OS(C)(=O)=O)[CH2:11][N:10]2[C:20]([O:22][C:23]([CH3:26])([CH3:25])[CH3:24])=[O:21])[CH2:7][CH2:6][O:5][CH2:4][CH2:3]1.[N-:27]=[N+:28]=[N-:29].[Na+]. (6) Given the product [CH3:19][O:18][C:17]1[C:2]([C:27]2[CH:26]=[CH:25][CH:24]=[C:23]([N+:20]([O-:22])=[O:21])[CH:28]=2)=[CH:3][C:4]([CH2:5][N:6]2[C:14]3[C:9](=[CH:10][CH:11]=[CH:12][CH:13]=3)[CH:8]=[CH:7]2)=[CH:15][CH:16]=1, predict the reactants needed to synthesize it. The reactants are: Br[C:2]1[CH:3]=[C:4]([CH:15]=[CH:16][C:17]=1[O:18][CH3:19])[CH2:5][N:6]1[C:14]2[C:9](=[CH:10][CH:11]=[CH:12][CH:13]=2)[CH:8]=[CH:7]1.[N+:20]([C:23]1[CH:24]=[C:25](B(O)O)[CH:26]=[CH:27][CH:28]=1)([O-:22])=[O:21].C(OCC)(=O)C.